This data is from Full USPTO retrosynthesis dataset with 1.9M reactions from patents (1976-2016). The task is: Predict the reactants needed to synthesize the given product. (1) Given the product [C:1]([O:4][CH2:5][C:6]([N:8]1[CH2:13][CH2:12][CH:11]([CH2:14][OH:15])[CH2:10][CH2:9]1)=[O:7])(=[O:3])[CH3:2], predict the reactants needed to synthesize it. The reactants are: [C:1]([O:4][CH2:5][C:6]([N:8]1[CH2:13][CH2:12][CH:11]([CH2:14][O:15][Si](C(C)(C)C)(C2C=CC=CC=2)C2C=CC=CC=2)[CH2:10][CH2:9]1)=[O:7])(=[O:3])[CH3:2].[F-].C([N+](CCCC)(CCCC)CCCC)CCC. (2) Given the product [CH2:29]([N:16]([CH:14]([CH3:15])[CH2:13][C:10]1[CH:11]=[CH:12][C:7]([S:4]([CH3:3])(=[O:5])=[O:6])=[CH:8][CH:9]=1)[CH2:17][CH2:18][CH2:19][CH2:20][N:21]1[C:27](=[O:28])[CH2:26][CH2:25][N:24]([C:37]([C:36]2[O:32][N:33]=[CH:34][CH:35]=2)=[O:38])[CH2:23][CH2:22]1)[CH3:30], predict the reactants needed to synthesize it. The reactants are: Cl.Cl.[CH3:3][S:4]([C:7]1[CH:12]=[CH:11][C:10]([CH2:13][C@@H:14]([N:16]([CH2:29][CH2:30]C)[CH2:17][CH2:18][CH2:19][CH2:20][N:21]2[C:27](=[O:28])[CH2:26][CH2:25][NH:24][CH2:23][CH2:22]2)[CH3:15])=[CH:9][CH:8]=1)(=[O:6])=[O:5].[O:32]1[C:36]([C:37](Cl)=[O:38])=[CH:35][CH:34]=[N:33]1.